Dataset: Full USPTO retrosynthesis dataset with 1.9M reactions from patents (1976-2016). Task: Predict the reactants needed to synthesize the given product. (1) Given the product [OH:2][C:3]1[C:8]2[NH:9][C:10]([C:12]3[S:13][CH:14]=[CH:15][CH:16]=3)=[N:11][C:7]=2[C:6]([C:17]([NH:19][CH2:20][CH2:21][NH:22][C:23](=[O:31])[C:24]2[CH:25]=[CH:26][C:27]([CH3:30])=[CH:28][CH:29]=2)=[O:18])=[CH:5][CH:4]=1, predict the reactants needed to synthesize it. The reactants are: C[O:2][C:3]1[C:8]2[NH:9][C:10]([C:12]3[S:13][CH:14]=[CH:15][CH:16]=3)=[N:11][C:7]=2[C:6]([C:17]([NH:19][CH2:20][CH2:21][NH:22][C:23](=[O:31])[C:24]2[CH:29]=[CH:28][C:27]([CH3:30])=[CH:26][CH:25]=2)=[O:18])=[CH:5][CH:4]=1.B(Br)(Br)Br. (2) Given the product [NH2:63][C@@H:59]([CH:60]([CH3:62])[CH3:61])[C:58]([NH:57][C@@H:55]([CH3:56])[C:54]([NH:53][CH2:52][C:51]#[C:50][C:48]1[CH2:49][C@H:43]2[CH:42]=[N:41][C:40]3[CH:83]=[C:36]([O:35][CH2:34][CH2:33][CH2:32][O:31][C:26]4[C:27]([O:29][CH3:30])=[CH:28][C:21]5[C:20](=[O:86])[N:19]6[CH:87]=[C:16]([C:14]7[CH:13]=[CH:12][C:11]8[O:7][CH2:8][O:9][C:10]=8[CH:15]=7)[CH2:17][C@H:18]6[CH:24]=[N:23][C:22]=5[CH:25]=4)[C:37]([O:84][CH3:85])=[CH:38][C:39]=3[C:45](=[O:46])[N:44]2[CH:47]=1)=[O:82])=[O:81], predict the reactants needed to synthesize it. The reactants are: N1CCCCC1.[O:7]1[C:11]2[CH:12]=[CH:13][C:14]([C:16]3[CH2:17][C@H:18]4[CH:24]=[N:23][C:22]5[CH:25]=[C:26]([O:31][CH2:32][CH2:33][CH2:34][O:35][C:36]6[C:37]([O:84][CH3:85])=[CH:38][C:39]7[C:45](=[O:46])[N:44]8[CH:47]=[C:48]([C:50]#[C:51][CH2:52][NH:53][C:54](=[O:82])[C@@H:55]([NH:57][C:58](=[O:81])[C@H:59]([NH:63]C(=O)OCC9C%10C=CC=CC=%10C%10C9=CC=CC=%10)[CH:60]([CH3:62])[CH3:61])[CH3:56])[CH2:49][C@H:43]8[CH:42]=[N:41][C:40]=7[CH:83]=6)[C:27]([O:29][CH3:30])=[CH:28][C:21]=5[C:20](=[O:86])[N:19]4[CH:87]=3)=[CH:15][C:10]=2[O:9][CH2:8]1. (3) Given the product [CH2:37]([C:34]1[CH:35]=[N:36][C:31]([C:28]2[CH:27]=[CH:26][C:25]([CH2:24][CH2:23][CH2:22][O:16][C:3]3[CH:4]=[C:5]4[C:10](=[CH:11][C:2]=3[F:1])[CH2:9][N:8]([S:12]([CH3:15])(=[O:13])=[O:14])[CH2:7][CH2:6]4)=[CH:30][CH:29]=2)=[N:32][CH:33]=1)[CH3:38], predict the reactants needed to synthesize it. The reactants are: [F:1][C:2]1[CH:11]=[C:10]2[C:5]([CH2:6][CH2:7][N:8]([S:12]([CH3:15])(=[O:14])=[O:13])[CH2:9]2)=[CH:4][C:3]=1[OH:16].CS(O[CH2:22][CH2:23][CH2:24][C:25]1[CH:30]=[CH:29][C:28]([C:31]2[N:36]=[CH:35][C:34]([CH2:37][CH3:38])=[CH:33][N:32]=2)=[CH:27][CH:26]=1)(=O)=O.S(O)(=O)(=O)C. (4) Given the product [CH3:17][C:12]1[C:11]([C:8]2[CH:9]=[C:10]3[C:5](=[CH:6][CH:7]=2)[NH:4][C:3](=[O:18])[C:2]3([O:33][CH2:32][CH2:31][OH:34])[C:19]2[CH:24]=[CH:23][CH:22]=[CH:21][CH:20]=2)=[C:15]([CH3:16])[O:14][N:13]=1, predict the reactants needed to synthesize it. The reactants are: Cl[C:2]1([C:19]2[CH:24]=[CH:23][CH:22]=[CH:21][CH:20]=2)[C:10]2[C:5](=[CH:6][CH:7]=[C:8]([C:11]3[C:12]([CH3:17])=[N:13][O:14][C:15]=3[CH3:16])[CH:9]=2)[NH:4][C:3]1=[O:18].N1C=CC=CC=1.[CH2:31]([OH:34])[CH2:32][OH:33].